This data is from CYP2C19 inhibition data for predicting drug metabolism from PubChem BioAssay. The task is: Regression/Classification. Given a drug SMILES string, predict its absorption, distribution, metabolism, or excretion properties. Task type varies by dataset: regression for continuous measurements (e.g., permeability, clearance, half-life) or binary classification for categorical outcomes (e.g., BBB penetration, CYP inhibition). Dataset: cyp2c19_veith. (1) The drug is COc1ccc(NC(=O)C23CC4CC(C2)CC(n2cnc(Br)n2)(C4)C3)c(C)c1. The result is 0 (non-inhibitor). (2) The compound is CN(CC(=O)O)Cc1oc(CO)cc(=O)c1O. The result is 0 (non-inhibitor). (3) The drug is C=CCN1CCc2cccc3c2[C@@H]1Cc1ccc(O)c(O)c1-3. The result is 0 (non-inhibitor). (4) The drug is O=C(/C=C/c1ccccc1)N1CCN(Cc2nc3ccccc3c(=O)[nH]2)CC1. The result is 1 (inhibitor). (5) The molecule is CC(C)(C)N1C(=O)[C@H]2CC[C@@H]3/C(=N\OCc4ccccc4)C[C@@H](O)[C@@H](O)[C@@H]3[C@@H]2C1=O. The result is 0 (non-inhibitor). (6) The compound is CN(C)CCNC(=S)Nc1cccc(Cl)c1. The result is 0 (non-inhibitor). (7) The molecule is C=CCn1c(CCC(=O)O)ccc1-c1ccc(F)cc1. The result is 1 (inhibitor).